From a dataset of Catalyst prediction with 721,799 reactions and 888 catalyst types from USPTO. Predict which catalyst facilitates the given reaction. (1) Reactant: [Br:1][C:2]1[CH:3]=[C:4]2[C:8](=[CH:9][CH:10]=1)[CH:7]([OH:11])[CH2:6][CH2:5]2.C(N(CC)CC)C.CN(C1C=CC=CN=1)C.[CH3:28][C:29]([Si:32](Cl)([CH3:34])[CH3:33])([CH3:31])[CH3:30]. Product: [Br:1][C:2]1[CH:3]=[C:4]2[C:8](=[CH:9][CH:10]=1)[CH:7]([O:11][Si:32]([C:29]([CH3:31])([CH3:30])[CH3:28])([CH3:34])[CH3:33])[CH2:6][CH2:5]2. The catalyst class is: 2. (2) Reactant: [OH:1][C:2]1[CH:7]=[CH:6][CH:5]=[CH:4][C:3]=1[CH:8]=[CH:9][C:10]1[CH:15]=[CH:14][C:13]([N:16]([C:24]2[CH:29]=[CH:28][C:27]([CH3:30])=[CH:26][CH:25]=2)[C:17]2[CH:22]=[CH:21][C:20]([CH3:23])=[CH:19][CH:18]=2)=[CH:12][CH:11]=1.[O:31]1C[CH2:34][CH2:33][CH2:32]1.C(=O)([O-])O.[Na+].C(Cl)(=O)C=C. Product: [C:32]([O:1][C:2]1[CH:7]=[CH:6][CH:5]=[CH:4][C:3]=1[CH:8]=[CH:9][C:10]1[CH:15]=[CH:14][C:13]([N:16]([C:24]2[CH:29]=[CH:28][C:27]([CH3:30])=[CH:26][CH:25]=2)[C:17]2[CH:22]=[CH:21][C:20]([CH3:23])=[CH:19][CH:18]=2)=[CH:12][CH:11]=1)(=[O:31])[CH:33]=[CH2:34]. The catalyst class is: 6.